Dataset: Full USPTO retrosynthesis dataset with 1.9M reactions from patents (1976-2016). Task: Predict the reactants needed to synthesize the given product. (1) Given the product [Na+:50].[C:36]([C:32]1[CH:31]=[C:30]([NH:29][C:28]([C:12]2[N:11]([CH:39]([CH3:41])[CH3:40])[C:10]([CH:9]=[CH:8][C@@H:7]([OH:42])[CH2:6][C@@H:5]([OH:43])[CH2:4][C:3]([O-:44])=[O:2])=[C:14]([C:15]3[CH:20]=[CH:19][C:18]([F:21])=[CH:17][CH:16]=3)[C:13]=2[C:22]2[CH:27]=[CH:26][CH:25]=[CH:24][CH:23]=2)=[O:38])[CH:35]=[CH:34][CH:33]=1)#[N:37], predict the reactants needed to synthesize it. The reactants are: C[O:2][C:3](=[O:44])[CH2:4][C@H:5]([OH:43])[CH2:6][C@H:7]([OH:42])[CH:8]=[CH:9][C:10]1[N:11]([CH:39]([CH3:41])[CH3:40])[C:12]([C:28](=[O:38])[NH:29][C:30]2[CH:35]=[CH:34][CH:33]=[C:32]([C:36]#[N:37])[CH:31]=2)=[C:13]([C:22]2[CH:27]=[CH:26][CH:25]=[CH:24][CH:23]=2)[C:14]=1[C:15]1[CH:20]=[CH:19][C:18]([F:21])=[CH:17][CH:16]=1.C(O)C.O.[OH-].[Na+:50]. (2) Given the product [ClH:18].[F:1][C:2]1[CH:11]=[CH:10][C:5]([C:6]([OH:8])=[O:7])=[C:4]([C:12]2[CH:13]=[CH:14][N:15]=[CH:16][CH:17]=2)[CH:3]=1, predict the reactants needed to synthesize it. The reactants are: [F:1][C:2]1[CH:11]=[CH:10][C:5]([C:6]([O:8]C)=[O:7])=[C:4]([C:12]2[CH:17]=[CH:16][N:15]=[CH:14][CH:13]=2)[CH:3]=1.[ClH:18]. (3) Given the product [Si:9]([O:16][CH2:17][CH2:18][N:19]([C:7]#[N:6])[C:20]1[CH:21]=[CH:22][C:23]([NH:26][C:27]([C:29]2[S:33][C:32]([CH3:34])=[N:31][C:30]=2[C:35]([NH:37][C:38]2[CH:43]=[CH:42][C:41]([Cl:44])=[CH:40][N:39]=2)=[O:36])=[O:28])=[CH:24][CH:25]=1)([C:12]([CH3:15])([CH3:13])[CH3:14])([CH3:10])[CH3:11], predict the reactants needed to synthesize it. The reactants are: C(=O)(O)[O-].[Na+].[N:6]#[C:7]Br.[Si:9]([O:16][CH2:17][CH2:18][NH:19][C:20]1[CH:25]=[CH:24][C:23]([NH:26][C:27]([C:29]2[S:33][C:32]([CH3:34])=[N:31][C:30]=2[C:35]([NH:37][C:38]2[CH:43]=[CH:42][C:41]([Cl:44])=[CH:40][N:39]=2)=[O:36])=[O:28])=[CH:22][CH:21]=1)([C:12]([CH3:15])([CH3:14])[CH3:13])([CH3:11])[CH3:10]. (4) Given the product [Br:30][C:31]1[CH:32]=[C:33]2[C:37](=[CH:38][CH:39]=1)/[C:36](=[CH:2]/[O:3][CH3:4])/[CH2:35][CH2:34]2, predict the reactants needed to synthesize it. The reactants are: [Cl-].[CH3:2][O:3][CH2:4][P+](C1C=CC=CC=1)(C1C=CC=CC=1)C1C=CC=CC=1.CC(C)([O-])C.[K+].[Br:30][C:31]1[CH:32]=[C:33]2[C:37](=[CH:38][CH:39]=1)[C:36](=O)[CH2:35][CH2:34]2. (5) Given the product [Cl:20][C:21]1[C:22]([Cl:28])=[CH:23][CH:24]=[CH:25][C:26]=1[O:17][C@@H:16]([C@H:11]1[CH2:10][CH2:9][NH:8][CH2:12]1)[CH:21]([CH2:26][CH3:25])[CH2:22][CH3:23], predict the reactants needed to synthesize it. The reactants are: C(OC([N:8]1[CH2:12][CH2:11][CH2:10][CH2:9]1)=O)(C)(C)C.CN([CH:16]=[O:17])C.[H-].[Na+].[Cl:20][C:21]1[CH:26]=[CH:25][CH:24]=[C:23](F)[C:22]=1[Cl:28]. (6) Given the product [NH2:1][C:2]1[N:3]=[CH:4][C:5]([C:16]2[CH:21]=[CH:20][N:19]=[C:18]([C:22]([OH:24])=[O:23])[CH:17]=2)=[N:6][C:7]=1[N:8]1[CH2:14][CH2:13][CH2:12][N:11]([CH3:15])[CH2:10][CH2:9]1, predict the reactants needed to synthesize it. The reactants are: [NH2:1][C:2]1[N:3]=[CH:4][C:5]([C:16]2[CH:21]=[CH:20][N:19]=[C:18]([C:22]([O:24]C)=[O:23])[CH:17]=2)=[N:6][C:7]=1[N:8]1[CH2:14][CH2:13][CH2:12][N:11]([CH3:15])[CH2:10][CH2:9]1.O.[OH-].[Li+]. (7) Given the product [I:28][C:7]1[C:8]([CH:34]=[O:33])=[C:3]([O:2][CH3:1])[N:4]=[CH:5][CH:6]=1, predict the reactants needed to synthesize it. The reactants are: [CH3:1][O:2][C:3]1[CH:8]=[CH:7][CH:6]=[CH:5][N:4]=1.[Li]C(C)(C)C.CN(C)CCN(C)C=N.[Li]CCCC.[I:28]I.C1[CH2:34][O:33]CC1. (8) Given the product [Br:1][C:2]1[N:6]([CH2:11][CH3:12])[CH:5]=[C:4]([C:7]([O:9][CH3:10])=[O:8])[CH:3]=1, predict the reactants needed to synthesize it. The reactants are: [Br:1][C:2]1[NH:6][CH:5]=[C:4]([C:7]([O:9][CH3:10])=[O:8])[CH:3]=1.[CH3:11][C:12](C)([O-])C.[K+].BrCC. (9) Given the product [CH2:23]([O:22][C:20]([N:8]1[CH2:7][CH2:6][C:5]2[C:10](=[CH:11][C:2]([NH2:1])=[CH:3][CH:4]=2)[CH2:9]1)=[O:21])[C:24]1[CH:29]=[CH:28][CH:27]=[CH:26][CH:25]=1, predict the reactants needed to synthesize it. The reactants are: [NH2:1][C:2]1[CH:11]=[C:10]2[C:5]([CH2:6][CH2:7][NH:8][CH2:9]2)=[CH:4][CH:3]=1.CCN(CC)CC.Cl[C:20]([O:22][CH2:23][C:24]1[CH:29]=[CH:28][CH:27]=[CH:26][CH:25]=1)=[O:21]. (10) Given the product [F:27][C:2]([F:1])([F:26])[C:3]1[S:4][C:5]([C:8]2[N:13]=[CH:12][N:11]=[C:10]([CH2:14][NH2:15])[CH:9]=2)=[CH:6][N:7]=1, predict the reactants needed to synthesize it. The reactants are: [F:1][C:2]([F:27])([F:26])[C:3]1[S:4][C:5]([C:8]2[N:13]=[CH:12][N:11]=[C:10]([CH2:14][N:15]3C(=O)C4C(=CC=CC=4)C3=O)[CH:9]=2)=[CH:6][N:7]=1.NN.O.